Dataset: Forward reaction prediction with 1.9M reactions from USPTO patents (1976-2016). Task: Predict the product of the given reaction. (1) Given the reactants [CH3:1][C:2]1([CH3:18])[CH2:11][CH2:10][C:9]2[C:8](=[O:12])[C:7](=[O:13])[C:6]3[CH:14]=[CH:15][CH:16]=[CH:17][C:5]=3[C:4]=2[O:3]1.[O-]S(S([O-])=O)=O.[Na+].[Na+].[C:27]([O:31][C:32]([NH:34][CH2:35][C:36]([OH:38])=O)=[O:33])([CH3:30])([CH3:29])[CH3:28].C(N([CH2:44][CH3:45])CC)C.CN(C([O:53]N1N=NC2C=CC=CC1=2)=[N+](C)C)C.F[P-](F)(F)(F)(F)F, predict the reaction product. The product is: [C:27]([O:31][C:32]([NH:34][CH2:35][C:36]([O:13][C:7]1[C:8]([O:12][C:44](=[O:53])[CH3:45])=[C:9]2[C:4](=[C:5]3[CH:17]=[CH:16][CH:15]=[CH:14][C:6]=13)[O:3][C:2]([CH3:18])([CH3:1])[CH2:11][CH2:10]2)=[O:38])=[O:33])([CH3:28])([CH3:29])[CH3:30]. (2) Given the reactants Br[C:2]1[CH:3]=[C:4]([C:8]2([C:19]3[CH:24]=[CH:23][N:22]=[C:21]([O:25][CH3:26])[CH:20]=3)[C:16]3[C:11](=[C:12]([F:17])[CH:13]=[CH:14][CH:15]=3)[C:10]([NH2:18])=[N:9]2)[CH:5]=[CH:6][CH:7]=1.C[Sn](C)(C)[C:29]1[CH:30]=[C:31]([CH:34]=[CH:35][N:36]=1)[C:32]#[N:33], predict the reaction product. The product is: [NH2:18][C:10]1[C:11]2[C:16](=[CH:15][CH:14]=[CH:13][C:12]=2[F:17])[C:8]([C:4]2[CH:3]=[C:2]([C:29]3[CH:30]=[C:31]([CH:34]=[CH:35][N:36]=3)[C:32]#[N:33])[CH:7]=[CH:6][CH:5]=2)([C:19]2[CH:24]=[CH:23][N:22]=[C:21]([O:25][CH3:26])[CH:20]=2)[N:9]=1. (3) Given the reactants Cl[C:2]1[C:7]([NH2:8])=[C:6]([Cl:9])[N:5]=[C:4]([S:10][CH2:11][CH2:12][CH3:13])[N:3]=1.C(O)(=O)[C@@H]([C@H](C(O)=O)O)O.[NH2:24][C@H:25]1[C@@H:29]2[O:30][C:31]([CH3:34])([CH3:33])[O:32][C@@H:28]2[C@@H:27]([O:35][CH2:36][CH2:37][OH:38])[CH2:26]1.O.C(=O)(O)[O-].[Na+], predict the reaction product. The product is: [NH2:8][C:7]1[C:2]([NH:24][C@H:25]2[C@@H:29]3[O:30][C:31]([CH3:33])([CH3:34])[O:32][C@@H:28]3[C@@H:27]([O:35][CH2:36][CH2:37][OH:38])[CH2:26]2)=[N:3][C:4]([S:10][CH2:11][CH2:12][CH3:13])=[N:5][C:6]=1[Cl:9]. (4) Given the reactants FC(F)(F)C(O)=O.C([O:12][C:13](=[O:47])[CH:14]([C@H:30]1[CH2:35][CH2:34][C@H:33]([C:36]2[CH:41]=[CH:40][C:39]([O:42][CH2:43][CH3:44])=[C:38]([F:45])[C:37]=2[F:46])[CH2:32][CH2:31]1)[CH2:15][CH2:16][CH:17](O)[C@H:18]1[CH2:23][CH2:22][C@H:21]([CH2:24][CH2:25][CH2:26][CH2:27][CH3:28])[CH2:20][CH2:19]1)(C)(C)C, predict the reaction product. The product is: [CH2:43]([O:42][C:39]1[CH:40]=[CH:41][C:36]([C@H:33]2[CH2:32][CH2:31][C@H:30]([CH:14]3[CH2:15][CH2:16][CH:17]([C@H:18]4[CH2:19][CH2:20][C@H:21]([CH2:24][CH2:25][CH2:26][CH2:27][CH3:28])[CH2:22][CH2:23]4)[O:12][C:13]3=[O:47])[CH2:35][CH2:34]2)=[C:37]([F:46])[C:38]=1[F:45])[CH3:44]. (5) Given the reactants CCN(C(C)C)C(C)C.OC(C(F)(F)F)=O.[O:17]=[C:18]([N:35]1[CH2:40][CH2:39][NH:38][CH2:37][CH2:36]1)[CH2:19][NH:20][C:21]([C:23]1[CH:28]=[CH:27][C:26]([C:29]2[CH:34]=[CH:33][CH:32]=[CH:31][CH:30]=2)=[CH:25][CH:24]=1)=[O:22].C1C=CC2N(O)N=NC=2C=1.CCN=C=NCCCN(C)C.Cl.[Cl:63][C:64]1[CH:72]=[CH:71][C:70]([Cl:73])=[CH:69][C:65]=1[C:66](O)=[O:67], predict the reaction product. The product is: [Cl:63][C:64]1[CH:72]=[CH:71][C:70]([Cl:73])=[CH:69][C:65]=1[C:66]([N:38]1[CH2:39][CH2:40][N:35]([C:18](=[O:17])[CH2:19][NH:20][C:21]([C:23]2[CH:24]=[CH:25][C:26]([C:29]3[CH:34]=[CH:33][CH:32]=[CH:31][CH:30]=3)=[CH:27][CH:28]=2)=[O:22])[CH2:36][CH2:37]1)=[O:67]. (6) Given the reactants [CH3:1][O:2][C:3](=[O:28])[C:4]1[CH:9]=[CH:8][C:7](/[CH:10]=[CH:11]/[C:12]2[C:21]([CH2:22]Br)=[CH:20][C:19]3[C:18]([CH3:25])([CH3:24])[CH2:17][CH2:16][C:15]([CH3:27])([CH3:26])[C:14]=3[CH:13]=2)=[CH:6][CH:5]=1.[NH:29]1[CH:33]=[CH:32][CH:31]=[N:30]1, predict the reaction product. The product is: [CH3:1][O:2][C:3](=[O:28])[C:4]1[CH:9]=[CH:8][C:7]([CH:10]=[CH:11][C:12]2[C:21]([CH2:22][N:29]3[CH:33]=[CH:32][CH:31]=[N:30]3)=[CH:20][C:19]3[C:18]([CH3:25])([CH3:24])[CH2:17][CH2:16][C:15]([CH3:27])([CH3:26])[C:14]=3[CH:13]=2)=[CH:6][CH:5]=1. (7) Given the reactants [F:1][C:2]([F:15])([F:14])[C:3]([N:5]1[CH2:10][CH2:9][CH:8]([CH2:11][CH2:12][OH:13])[CH2:7][CH2:6]1)=O, predict the reaction product. The product is: [F:15][C:2]([F:1])([F:14])[CH2:3][N:5]1[CH2:10][CH2:9][CH:8]([CH2:11][CH2:12][OH:13])[CH2:7][CH2:6]1. (8) Given the reactants [CH3:1][O:2][C:3]1[CH:21]=[CH:20][C:6]([CH2:7][N:8]2[C:13]3=[N:14][NH:15][CH:16]=[C:12]3[C:11](=[O:17])[N:10]([CH3:18])[C:9]2=[O:19])=[CH:5][CH:4]=1.[Br:22][C:23]1[CH:28]=[CH:27][C:26]([CH2:29]Br)=[CH:25][CH:24]=1.C([O-])([O-])=O.[K+].[K+].O, predict the reaction product. The product is: [Br:22][C:23]1[CH:28]=[CH:27][C:26]([CH2:29][N:15]2[CH:16]=[C:12]3[C:13]([N:8]([CH2:7][C:6]4[CH:5]=[CH:4][C:3]([O:2][CH3:1])=[CH:21][CH:20]=4)[C:9](=[O:19])[N:10]([CH3:18])[C:11]3=[O:17])=[N:14]2)=[CH:25][CH:24]=1.